Dataset: Reaction yield outcomes from USPTO patents with 853,638 reactions. Task: Predict the reaction yield, written as a fraction of the theoretical maximum amount of product (1.0 means a 100% yield; for example, 0.34 means a 34% yield). (1) The reactants are [CH2:1]([N:8]1[CH2:13][C:12]2([CH2:18][CH2:17][NH:16][CH2:15][CH2:14]2)[O:11][CH:10]([C:19]2[CH:24]=[CH:23][CH:22]=[CH:21][CH:20]=2)[CH2:9]1)[C:2]1[CH:7]=[CH:6][CH:5]=[CH:4][CH:3]=1.[CH3:25][C:26]([O:29][C:30](O[C:30]([O:29][C:26]([CH3:28])([CH3:27])[CH3:25])=[O:31])=[O:31])([CH3:28])[CH3:27]. The catalyst is C(Cl)Cl. The product is [CH2:1]([N:8]1[CH2:13][C:12]2([CH2:18][CH2:17][N:16]([C:30]([O:29][C:26]([CH3:28])([CH3:27])[CH3:25])=[O:31])[CH2:15][CH2:14]2)[O:11][CH:10]([C:19]2[CH:24]=[CH:23][CH:22]=[CH:21][CH:20]=2)[CH2:9]1)[C:2]1[CH:3]=[CH:4][CH:5]=[CH:6][CH:7]=1. The yield is 0.660. (2) The reactants are [CH:1]1([CH:4]([OH:16])[CH2:5][NH:6][C:7]([C:9]2[N:10]=[N:11][C:12](Cl)=[CH:13][CH:14]=2)=[O:8])[CH2:3][CH2:2]1.N12CCCN=C1CCCCC2.[N:28]1([C:34]([C:36]2[CH:41]=[CH:40][CH:39]=[CH:38][C:37]=2[C:42]([F:45])([F:44])[F:43])=[O:35])[CH2:33][CH2:32][NH:31][CH2:30][CH2:29]1.O. The catalyst is CN(C=O)C.[N+](CCCC)(CCCC)(CCCC)CCCC.[I-]. The product is [CH:1]1([CH:4]([OH:16])[CH2:5][NH:6][C:7]([C:9]2[N:10]=[N:11][C:12]([N:31]3[CH2:32][CH2:33][N:28]([C:34](=[O:35])[C:36]4[CH:41]=[CH:40][CH:39]=[CH:38][C:37]=4[C:42]([F:45])([F:43])[F:44])[CH2:29][CH2:30]3)=[CH:13][CH:14]=2)=[O:8])[CH2:3][CH2:2]1. The yield is 0.320.